This data is from NCI-60 drug combinations with 297,098 pairs across 59 cell lines. The task is: Regression. Given two drug SMILES strings and cell line genomic features, predict the synergy score measuring deviation from expected non-interaction effect. (1) Drug 1: CC1OCC2C(O1)C(C(C(O2)OC3C4COC(=O)C4C(C5=CC6=C(C=C35)OCO6)C7=CC(=C(C(=C7)OC)O)OC)O)O. Drug 2: CC1CCCC2(C(O2)CC(NC(=O)CC(C(C(=O)C(C1O)C)(C)C)O)C(=CC3=CSC(=N3)C)C)C. Cell line: KM12. Synergy scores: CSS=15.1, Synergy_ZIP=-4.34, Synergy_Bliss=-9.03, Synergy_Loewe=-5.40, Synergy_HSA=-5.46. (2) Drug 2: C(CCl)NC(=O)N(CCCl)N=O. Synergy scores: CSS=-6.41, Synergy_ZIP=1.61, Synergy_Bliss=-3.61, Synergy_Loewe=-8.93, Synergy_HSA=-7.58. Drug 1: CC1=CC2C(CCC3(C2CCC3(C(=O)C)OC(=O)C)C)C4(C1=CC(=O)CC4)C. Cell line: CAKI-1.